From a dataset of Reaction yield outcomes from USPTO patents with 853,638 reactions. Predict the reaction yield, written as a fraction of the theoretical maximum amount of product (1.0 means a 100% yield; for example, 0.34 means a 34% yield). (1) The reactants are C[C:2]1[S:6][C:5]([C:7]([OH:9])=O)=[CH:4][C:3]=1[C:10]1[N:14]([CH3:15])[N:13]=[CH:12][CH:11]=1.[NH2:16][C@@H:17]([CH2:30][C:31]1[CH:36]=[CH:35]C=[C:33]([C:37](F)([F:39])F)[CH:32]=1)[CH2:18][N:19]1[C:27](=[O:28])[C:26]2[C:21](=[CH:22][CH:23]=[CH:24][CH:25]=2)[C:20]1=[O:29].CC(OC(N[C@H](C(O)=O)CC1C=CC=CC=1C(F)(F)F)=O)(C)C.C1CN([P+](Br)(N2CCCC2)N2CCCC2)CC1.F[P-](F)(F)(F)(F)F.CCN(C(C)C)C(C)C.C(Cl)(Cl)[Cl:98]. No catalyst specified. The product is [Cl:98][C:2]1[S:6][C:5]([C:7]([NH:16][C@@H:17]([CH2:30][C:31]2[CH:36]=[CH:35][C:37]([F:39])=[CH:33][CH:32]=2)[CH2:18][N:19]2[C:27](=[O:28])[C:26]3[C:21](=[CH:22][CH:23]=[CH:24][CH:25]=3)[C:20]2=[O:29])=[O:9])=[CH:4][C:3]=1[C:10]1[N:14]([CH3:15])[N:13]=[CH:12][CH:11]=1. The yield is 0.320. (2) The reactants are C([O:3][C:4](=[O:27])[CH2:5][C@H:6]1[CH2:11][CH2:10][C@H:9]([N:12]2[C:16]3=[C:17]4[S:23][CH:22]=[CH:21][C:18]4=[N:19][CH:20]=[C:15]3[N:14]=[C:13]2[C@H:24]([OH:26])[CH3:25])[CH2:8][CH2:7]1)C.O.[OH-].[Li+].CO.Cl. The catalyst is O.O1CCCC1. The product is [OH:26][C@@H:24]([C:13]1[N:12]([C@H:9]2[CH2:10][CH2:11][C@H:6]([CH2:5][C:4]([OH:27])=[O:3])[CH2:7][CH2:8]2)[C:16]2=[C:17]3[S:23][CH:22]=[CH:21][C:18]3=[N:19][CH:20]=[C:15]2[N:14]=1)[CH3:25]. The yield is 0.790. (3) The reactants are Cl[C:2]1[CH:7]=[CH:6][CH:5]=[C:4]([N:8]2[C:12]([CH3:13])=[CH:11][CH:10]=[C:9]2[CH3:14])[N:3]=1.C([Sn](CCCC)(CCCC)[C:20]1[CH:25]=[CH:24][CH:23]=[CH:22][CH:21]=1)CCC. The catalyst is C1(C)C=CC=CC=1.[Pd].C1(P(C2C=CC=CC=2)C2C=CC=CC=2)C=CC=CC=1.C1(P(C2C=CC=CC=2)C2C=CC=CC=2)C=CC=CC=1.C1(P(C2C=CC=CC=2)C2C=CC=CC=2)C=CC=CC=1.C1(P(C2C=CC=CC=2)C2C=CC=CC=2)C=CC=CC=1. The product is [CH3:14][C:9]1[N:8]([C:4]2[CH:5]=[CH:6][CH:7]=[C:2]([C:20]3[CH:25]=[CH:24][CH:23]=[CH:22][CH:21]=3)[N:3]=2)[C:12]([CH3:13])=[CH:11][CH:10]=1. The yield is 0.880. (4) The reactants are C[O-].[Na+].C(=O)(O)O.[NH2:8][NH:9][C:10]([NH2:12])=[NH:11].[F:13][C:14]([F:26])([F:25])[C:15]1[CH:16]=[C:17]([CH:22]=[CH:23][CH:24]=1)[C:18](OC)=O. The catalyst is CO. The product is [F:13][C:14]([F:25])([F:26])[C:15]1[CH:16]=[C:17]([C:18]2[NH:11][C:10]([NH2:12])=[N:9][N:8]=2)[CH:22]=[CH:23][CH:24]=1. The yield is 0.130. (5) The yield is 0.780. The catalyst is C(OCC)(=O)C.CCCCCC. The product is [Cl:1][C:2]1[CH:24]=[C:23]([Cl:25])[CH:22]=[CH:21][C:3]=1[O:4][C:5]1[N:10]=[C:9]([C:11]2[CH:12]=[C:13]([CH:18]=[CH:19][CH:20]=2)[C:14]([OH:16])=[O:15])[CH:8]=[CH:7][CH:6]=1. The reactants are [Cl:1][C:2]1[CH:24]=[C:23]([Cl:25])[CH:22]=[CH:21][C:3]=1[O:4][C:5]1[N:10]=[C:9]([C:11]2[CH:12]=[C:13]([CH:18]=[CH:19][CH:20]=2)[C:14]([O:16]C)=[O:15])[CH:8]=[CH:7][CH:6]=1. (6) The reactants are [H-].[Na+].[F:3][C:4]1[CH:9]=[CH:8][C:7]([C:10](=[O:13])[CH2:11][CH3:12])=[C:6]([OH:14])[CH:5]=1.Br[CH2:16][C:17]#[CH:18]. The catalyst is CN(C=O)C. The product is [F:3][C:4]1[CH:9]=[CH:8][C:7]([C:10](=[O:13])[CH2:11][CH3:12])=[C:6]([O:14][CH2:18][C:17]#[CH:16])[CH:5]=1. The yield is 0.680.